Dataset: Catalyst prediction with 721,799 reactions and 888 catalyst types from USPTO. Task: Predict which catalyst facilitates the given reaction. (1) Product: [Cl:5][C:6]1[CH:11]=[CH:10][C:9]([O:12][CH3:13])=[CH:8][C:7]=1[O:14][CH2:2][CH2:3][Cl:4]. Reactant: Br[CH2:2][CH2:3][Cl:4].[Cl:5][C:6]1[CH:11]=[CH:10][C:9]([O:12][CH3:13])=[CH:8][C:7]=1[OH:14].C([O-])([O-])=O.[K+].[K+].O. The catalyst class is: 3. (2) Reactant: Cl[C:2]1[N:3]=[C:4]([N:24]2[CH2:29][CH2:28][O:27][CH2:26][CH2:25]2)[C:5]2[S:10][C:9]([C:11]3[CH:12]=[C:13]([NH:17][CH2:18][CH2:19][O:20][CH2:21][CH2:22][OH:23])[CH:14]=[CH:15][CH:16]=3)=[CH:8][C:6]=2[N:7]=1.CC1(C)C(C)(C)OB([C:38]2[CH:39]=[N:40][C:41]([NH2:44])=[N:42][CH:43]=2)O1.CC([O-])=O.[K+]. Product: [NH2:44][C:41]1[N:42]=[CH:43][C:38]([C:2]2[N:3]=[C:4]([N:24]3[CH2:29][CH2:28][O:27][CH2:26][CH2:25]3)[C:5]3[S:10][C:9]([C:11]4[CH:12]=[C:13]([NH:17][CH2:18][CH2:19][O:20][CH2:21][CH2:22][OH:23])[CH:14]=[CH:15][CH:16]=4)=[CH:8][C:6]=3[N:7]=2)=[CH:39][N:40]=1. The catalyst class is: 745. (3) The catalyst class is: 6. Product: [CH2:1]([N:8]1[CH2:9][C:10](=[O:12])[N:32]([CH2:31][CH2:30][C:27]2[CH:28]=[CH:29][CH:24]=[CH:25][CH:26]=2)[C:14](=[O:16])[CH2:13]1)[C:2]1[CH:3]=[CH:4][CH:5]=[CH:6][CH:7]=1. Reactant: [CH2:1]([N:8]([CH2:13][C:14]([OH:16])=O)[CH2:9][C:10]([OH:12])=O)[C:2]1[CH:7]=[CH:6][CH:5]=[CH:4][CH:3]=1.C(OC(=O)C)(=O)C.[CH:24]1[CH:29]=[CH:28][C:27]([CH2:30][CH2:31][NH2:32])=[CH:26][CH:25]=1.C(OC(C)C)(=O)C.N1C=CN=C1.C(=O)([O-])[O-].[K+].[K+]. (4) The catalyst class is: 19. Reactant: [Cl:1][C:2]1[CH:39]=[CH:38][CH:37]=[CH:36][C:3]=1[O:4][CH:5]1[CH2:10][CH2:9][N:8]([C:11](=[O:35])[CH2:12][NH:13][C:14]([C:16]2[CH:20]=[C:19]([C:21]3[CH:26]=[CH:25][CH:24]=[CH:23][C:22]=3[O:27]CC3C=CC=CC=3)[O:18][N:17]=2)=[O:15])[CH2:7][CH2:6]1. Product: [Cl:1][C:2]1[CH:39]=[CH:38][CH:37]=[CH:36][C:3]=1[O:4][CH:5]1[CH2:10][CH2:9][N:8]([C:11](=[O:35])[CH2:12][NH:13][C:14]([C:16]2[CH:20]=[C:19]([C:21]3[CH:26]=[CH:25][CH:24]=[CH:23][C:22]=3[OH:27])[O:18][N:17]=2)=[O:15])[CH2:7][CH2:6]1. (5) Reactant: C[Al](C)C.[CH3:5]CCCCC.CNCCNC.[C:17]([C:19]1[CH:20]=[C:21]([CH:26]=[C:27]([O:29][CH2:30][CH2:31][O:32][CH3:33])[CH:28]=1)[C:22]([O:24]C)=O)#[N:18]. Product: [C:22]([C:21]1[CH:20]=[C:19]([CH:28]=[C:27]([O:29][CH2:30][CH2:31][O:32][CH3:33])[CH:26]=1)[C:17]#[N:18])(=[O:24])[CH3:5]. The catalyst class is: 93.